Dataset: Full USPTO retrosynthesis dataset with 1.9M reactions from patents (1976-2016). Task: Predict the reactants needed to synthesize the given product. (1) Given the product [C:17]([C:16]1[C:11]2[C:12](=[N:13][C:8]([C:5]3[CH:6]=[CH:7][C:2]([Br:1])=[CH:3][C:4]=3[Cl:32])=[C:9]([C:25]3[CH:30]=[CH:29][C:28]([Cl:31])=[CH:27][CH:26]=3)[CH:10]=2)[O:14][C:15]=1[C:20](=[O:24])[CH:21]([CH3:22])[CH3:23])(=[O:19])[CH3:18], predict the reactants needed to synthesize it. The reactants are: [Br:1][C:2]1[CH:7]=[CH:6][C:5]([C:8]2[N:13]=[C:12]3[O:14][C:15]([C:20](=[O:24])[CH:21]([CH3:23])[CH3:22])=[C:16]([CH:17]([OH:19])[CH3:18])[C:11]3=[CH:10][C:9]=2[C:25]2[CH:30]=[CH:29][C:28]([Cl:31])=[CH:27][CH:26]=2)=[C:4]([Cl:32])[CH:3]=1.C[N+]1([O-])CCOCC1. (2) The reactants are: [CH2:1]([OH:3])[CH3:2].[Bi](Br)(Br)Br.O[CH:9]([C:11]1[CH:20]=[CH:19][C:14]([C:15]([O:17][CH3:18])=[O:16])=[CH:13][CH:12]=1)[CH3:10]. Given the product [CH2:1]([O:3][CH:9]([C:11]1[CH:20]=[CH:19][C:14]([C:15]([O:17][CH3:18])=[O:16])=[CH:13][CH:12]=1)[CH3:10])[CH3:2], predict the reactants needed to synthesize it. (3) Given the product [C:22]([OH:23])(=[O:25])/[CH:10]=[CH:11]/[C:31]([OH:33])=[O:34].[F:1][C:2]1[CH:7]=[CH:6][CH:5]=[CH:4][C:3]=1[C:8]1[N:12]([S:13]([C:16]2[CH:17]=[N:18][CH:19]=[CH:20][CH:21]=2)(=[O:15])=[O:14])[CH:11]=[C:10]([CH2:22][NH:27][CH3:26])[CH:9]=1, predict the reactants needed to synthesize it. The reactants are: [F:1][C:2]1[CH:7]=[CH:6][CH:5]=[CH:4][C:3]=1[C:8]1[N:12]([S:13]([C:16]2[CH:17]=[N:18][CH:19]=[CH:20][CH:21]=2)(=[O:15])=[O:14])[CH:11]=[C:10]([CH:22]=[O:23])[CH:9]=1.C[OH:25].[CH3:26][NH2:27].[BH4-].[Na+].Cl.[C:31](=[O:34])([O-:33])O.[Na+]. (4) Given the product [F:37][C:38]1[CH:43]=[CH:42][C:41]([NH:44][C:45]([NH:1][C:2]2[CH:7]=[CH:6][CH:5]=[C:4]([N:8]([CH2:16][C:17]3[CH:22]=[CH:21][CH:20]=[C:19]([O:23][C:24]([F:28])([F:29])[CH:25]([F:26])[F:27])[CH:18]=3)[CH2:9][CH:10]([OH:15])[C:11]([F:14])([F:13])[F:12])[CH:3]=2)=[O:46])=[CH:40][CH:39]=1, predict the reactants needed to synthesize it. The reactants are: [NH2:1][C:2]1[CH:3]=[C:4]([N:8]([CH2:16][C:17]2[CH:22]=[CH:21][CH:20]=[C:19]([O:23][C:24]([F:29])([F:28])[CH:25]([F:27])[F:26])[CH:18]=2)[CH2:9][CH:10]([OH:15])[C:11]([F:14])([F:13])[F:12])[CH:5]=[CH:6][CH:7]=1.C(N(CC)CC)C.[F:37][C:38]1[CH:43]=[CH:42][C:41]([N:44]=[C:45]=[O:46])=[CH:40][CH:39]=1. (5) Given the product [CH2:37]([O:36][C:3](=[O:4])[CH2:5][S:18][C:21]1[CH:22]=[CH:23][C:24]([O:27][CH3:28])=[CH:25][CH:26]=1)[CH3:38], predict the reactants needed to synthesize it. The reactants are: ON[C:3]([C:5]1([S:18]([C:21]2[CH:26]=[CH:25][C:24]([O:27][CH2:28]C3C=CC=CC=3)=[CH:23][CH:22]=2)(=O)=O)CCN(CC2C=CC=CC=2)CC1)=[O:4].C[O:36][C:37]1C=CC(S)=C[CH:38]=1.